Predict the reaction yield, written as a fraction of the theoretical maximum amount of product (1.0 means a 100% yield; for example, 0.34 means a 34% yield). From a dataset of Reaction yield outcomes from USPTO patents with 853,638 reactions. (1) The reactants are C[O:2][C:3]([C:5]1[CH:6]=[C:7]2[C:11](=[CH:12][CH:13]=1)[NH:10][N:9]=[CH:8]2)=[O:4].[Li+].[OH-].O.[CH3:17]O. No catalyst specified. The product is [CH3:17][C:8]1[C:7]2[C:11](=[CH:12][CH:13]=[C:5]([C:3]([OH:2])=[O:4])[CH:6]=2)[NH:10][N:9]=1. The yield is 0.950. (2) The reactants are [F:1][C:2]([F:9])([F:8])[CH:3]([OH:7])[CH2:4][CH:5]=[CH2:6].[H-].[Na+].Br[CH2:13][C:14](=[CH2:20])[C:15]([O:17][CH2:18][CH3:19])=[O:16]. The catalyst is CN(C=O)C. The product is [F:1][C:2]([F:9])([F:8])[CH:3]([O:7][CH2:20][C:14](=[CH2:13])[C:15]([O:17][CH2:18][CH3:19])=[O:16])[CH2:4][CH:5]=[CH2:6]. The yield is 0.550. (3) The reactants are C([O:8][C:9]1[CH:18]=[C:17]2[C:12]([C:13](=[O:19])[NH:14][CH:15]=[N:16]2)=[CH:11][C:10]=1[O:20][CH3:21])C1C=CC=CC=1.C([O-])=O.[NH4+]. The catalyst is [Pd].CN(C)C=O. The product is [OH:8][C:9]1[CH:18]=[C:17]2[C:12]([C:13](=[O:19])[NH:14][CH:15]=[N:16]2)=[CH:11][C:10]=1[O:20][CH3:21]. The yield is 0.600. (4) The reactants are Cl.[NH:2]1[CH2:7][CH2:6][C:5]2([C:11]3[NH:12][C:13]4[CH:14]=[CH:15][CH:16]=[CH:17][C:18]=4[C:10]=3[CH2:9][CH2:8]2)[CH2:4][CH2:3]1.C(=O)([O-])[O-].[K+].[K+].[C:25](Cl)(=[O:32])[C:26]1[CH:31]=[CH:30][CH:29]=[CH:28][CH:27]=1.C(OCC)(=O)C. The catalyst is C(#N)C. The product is [C:25]([N:2]1[CH2:3][CH2:4][C:5]2([C:11]3[NH:12][C:13]4[CH:14]=[CH:15][CH:16]=[CH:17][C:18]=4[C:10]=3[CH2:9][CH2:8]2)[CH2:6][CH2:7]1)(=[O:32])[C:26]1[CH:31]=[CH:30][CH:29]=[CH:28][CH:27]=1. The yield is 0.330. (5) The reactants are [I:1][CH2:2][CH2:3][C@H:4]([C:6]1[CH:11]=[CH:10][CH:9]=[CH:8][CH:7]=1)[OH:5].[F:12][C:13]1[C:21]2[CH:20]=[C:19]([C:22]#[N:23])[S:18][C:17]=2[C:16](O)=[CH:15][CH:14]=1. The catalyst is C1COCC1. The product is [F:12][C:13]1[C:21]2[CH:20]=[C:19]([C:22]#[N:23])[S:18][C:17]=2[C:16]([O:5][C@H:4]([C:6]2[CH:11]=[CH:10][CH:9]=[CH:8][CH:7]=2)[CH2:3][CH2:2][I:1])=[CH:15][CH:14]=1. The yield is 0.880.